From a dataset of Reaction yield outcomes from USPTO patents with 853,638 reactions. Predict the reaction yield, written as a fraction of the theoretical maximum amount of product (1.0 means a 100% yield; for example, 0.34 means a 34% yield). The product is [CH2:15]([O:14][C:12]([C:11]1[C:9](=[O:10])[C:8]2[CH:7]=[N:6][C:5]([S:22][CH3:23])=[N:4][C:3]=2[N:24]2[C:17]=1[S:20][C:21]1[CH:29]=[CH:28][CH:27]=[CH:26][C:25]2=1)=[O:13])[CH3:16]. The catalyst is C1(C)C=CC=CC=1.O. The reactants are CO[C:3]1[C:8]([C:9]([C:11](=[C:17]([S:20][CH3:21])SC)[C:12]([O:14][CH2:15][CH3:16])=[O:13])=[O:10])=[CH:7][N:6]=[C:5]([S:22][CH3:23])[N:4]=1.[NH2:24][C:25]1C=[CH:29][CH:28]=[CH:27][C:26]=1S.C([O-])([O-])=O.[K+].[K+].CCOC(C)=O. The yield is 0.550.